This data is from B-cell epitopes from IEDB database with 3,159 antigens for binding position prediction. The task is: Token-level Classification. Given an antigen amino acid sequence, predict which amino acid positions are active epitope sites capable of antibody binding. Output is a list of indices for active positions. (1) Given the antigen sequence: MTLHNNSTTSPLFPNISSSWIHSPSDAGLPPGTVTHFGSYNVSRAAGNFSSPDGTTDDPLGGHTVWQVVFIAFLTGILALVTIIGNILVIVSFKVNKQLKTVNNYFLLSLACADLIIGVISMNLFTTYIIMNRWALGNLACDLWLAIDYVASNASVMNLLVISFDRYFSITRPLTYRAKRTTKRAGVMIGLAWVISFVLWAPAILFWQYFVGKRTVPPGECFIQFLSEPTITFGTAIAAFYMPVTIMTILYWRIYKETEKRTKELAGLQASGTEAETENFVHPTGSSRSCSSYELQQQSMKRSNRRKYGRCHFWFTTKSWKPSSEQMDQDHSSSDSWNNNDAAASLENSASSDEEDIGSETRAIYSIVLKLPGHSTILNSTKLPSSDNLQVPEEELGMVDLERKADKLQAQKSVDDGGSFPKSFSKLPIQLESAVDTAKTSDVNSSVGKSTATLPLSFKEATLAKRFALKTRSQITKRKRMSLVKEKKAAQTLSAILLAF..., which amino acid positions are active epitope sites? The epitope positions are: [204, 205, 206, 207, 208, 209, 210, 211, 212, 213, 214, 215, 216, 217, 218, 219, 220, 221, 222, 223... (26 total positions)]. The amino acids at these positions are: LFWQYFVGKRTVPPGECFIQFLSEPT. (2) Given the antigen sequence: MFPKAVRRAVTAGVFAAPTLMSFLLCGVMASDPPLVANQVVTCPDKKSTAAVILTPTENHFTLKCPKTALTEPPTLAYSPNRQICPAGTTSSCTSKAVTLSSLIPEAEDSWWTGDSASLDTAGIKLTVPIEKFPVTTQTFVVGCIKGDDAQSCMVTVTVQARASSVVNNVARCSYGADSTLGPVKLSAEGPTTMTLVCGKDGVKVPQDNNQYCSGTTLTGCNEKSFKDILPKLTENPWQGNASSDKGATLTIKKEAFPAESKSVIIGCTGGSPEKHHCTVKLEFAGAAGSAESAAGTASHVSIFAMVIGLIGSIAACVA, which amino acid positions are active epitope sites? The epitope positions are: [243, 244, 245, 246, 247, 248, 249, 250, 251, 252, 253, 254, 255, 256, 257]. The amino acids at these positions are: SDKGATLTIKKEAFP. (3) The epitope positions are: [2818, 2819, 2820, 2821, 2822, 2823]. The amino acids at these positions are: NLNKEK. Given the antigen sequence: MAIYTSTIQFGSIECKLPYSPAPFGLVAGKREVSTTTDPFASLEMQLSARLRRQEFATIRTSKNGTCMYRYKTDVQIARIQKKREEREREEYNFQMAASSVVSKITIAGGEPPSKLESQVRRGVIHTTPRMRTAKTYHTPKLTEGQMNHLIKQVKQIMSTKGGSVQLISKKSTHVHYKEVLGSHRAVVCTAHMRGLRKRVDFRCDKWTVVRLQHLARTDKWTNQVRATDLRKGDSGVILSNTNLKGNFGRSSEGLFIVRGSHEGKIYDARSKVTQGVMDSMVQFSSAESFWKGLDGNWAQMRYPTDHTCVAGLPVEDCGRVAAIMTHSILPCYKITCPTCAQQYANLPASDLLKILHKHASDGLNRLGADKDRFVHVKKFLTILEHLTEPVDLSLEIFNEVFKSIGEKQQSPFKNLNILNNFFLKGKENTAREWQVAQLSLLELARFQKNRTDNIKKGDISFFRNKLSAKANWNLYLSCDNQLDKNASFLWGQREYHAKR..., which amino acid positions are active epitope sites? (4) The epitope positions are: [163, 164, 165, 166, 167, 168, 169, 170, 171, 172, 173]. The amino acids at these positions are: KDYKTMVKFCN. Given the antigen sequence: MIGKIFLLTACCCASLLSVSASEESQDTLSTTLHDEMKQVANYIKFLTKQENREYLEGKFKEVNLPSDSSPDALNAFVYILDFFRDKVPFKTSLFDDDLLRNLDLQELDHIFNSLRVRVPLLKTKLSAFNAFLNDNPHNMLGNVKGDMTKYYKEHICKEDCEVKDYKTMVKFCNDFLDSKSPFMRIYKDLNEYDELVKKKPAQESPPAPSPPQRPAETQQTEDSAAPSTPSAPSPPQRPAETQPSQDSTAPGTPAAPSPQGPTAESPSQADHPTKPTETPAGNLTGPSKSASFTFDGLTVATLCYFVLSAF, which amino acid positions are active epitope sites? (5) Given the antigen sequence: MMMMTGRVLLVCALCVLWCGAGGGGCSEKPQVSQDITPVNDNDSKNGNDSRSGAGGDGQNGKQAESQQTPAPPASGSQGAAPKASPSPASQSEGGGAPETASTKKGSKRQKTEGEKKEEEREEEEEEEEEEEKQEEEDDKKEEETKKEEDDADATEVTSAGGEEQPNLSSGAARASNITNPNSTQTTGDDDPAADGAGTREEKPDENKDANPKGTPVEATAMKTTTATTGDSDGSTAVSHTTSPLLLLLLVACAAAAAVVAARE, which amino acid positions are active epitope sites? The epitope positions are: [146, 147, 148, 149, 150, 151, 152, 153, 154, 155, 156, 157, 158, 159, 160]. The amino acids at these positions are: KEEDDADATEVTSAG.